Dataset: Forward reaction prediction with 1.9M reactions from USPTO patents (1976-2016). Task: Predict the product of the given reaction. Given the reactants [CH3:1][S:2]([N:5]([C:10]1[CH:19]=[C:18]([S:20]([CH3:23])(=[O:22])=[O:21])[CH:17]=[CH:16][C:11]=1[C:12]([O:14]C)=[O:13])S(C)(=O)=O)(=[O:4])=[O:3].O.[OH-].[Li+].Cl, predict the reaction product. The product is: [CH3:1][S:2]([NH:5][C:10]1[CH:19]=[C:18]([S:20]([CH3:23])(=[O:22])=[O:21])[CH:17]=[CH:16][C:11]=1[C:12]([OH:14])=[O:13])(=[O:3])=[O:4].